Dataset: Reaction yield outcomes from USPTO patents with 853,638 reactions. Task: Predict the reaction yield, written as a fraction of the theoretical maximum amount of product (1.0 means a 100% yield; for example, 0.34 means a 34% yield). (1) The reactants are [F:1][C:2]1[C:3]([O:33]C)=[C:4]2[C:9](=[CH:10][C:11]=1[CH3:12])[CH:8]([NH:13][C:14]1[CH:23]=[CH:22][C:21]([F:24])=[C:20]3[C:15]=1[CH:16]=[N:17][C:18]([CH3:25])=[N:19]3)[C:7]([C:27]([F:30])([F:29])[F:28])([OH:26])[CH2:6][C:5]2([CH3:32])[CH3:31].B(Br)(Br)Br.C(=O)(O)[O-].[Na+]. The catalyst is ClCCl. The product is [F:1][C:2]1[C:11]([CH3:12])=[CH:10][C:9]2[CH:8]([NH:13][C:14]3[CH:23]=[CH:22][C:21]([F:24])=[C:20]4[C:15]=3[CH:16]=[N:17][C:18]([CH3:25])=[N:19]4)[C:7]([C:27]([F:28])([F:29])[F:30])([OH:26])[CH2:6][C:5]([CH3:31])([CH3:32])[C:4]=2[C:3]=1[OH:33]. The yield is 0.615. (2) The reactants are [C:1](N1C=CN=C1)(N1C=CN=C1)=[O:2].CO[C:15]1[CH:20]=[CH:19][C:18]([C:21]2[N:26]=[C:25]([C:27](O)=[O:28])[CH:24]=[CH:23][CH:22]=2)=[CH:17][C:16]=1[CH:30]1[C:43]2[C:42](=[O:44])[CH2:41][C:40]([CH3:46])([CH3:45])[CH2:39][C:38]=2[O:37][C:36]2[CH2:35][C:34]([CH3:48])([CH3:47])[CH2:33][C:32](=[O:49])[C:31]1=2.[BH4-].[Na+].[Cl-].[NH4+]. The catalyst is C1COCC1.O. The product is [OH:28][CH2:27][C:25]1[N:26]=[C:21]([C:18]2[C:17]([O:2][CH3:1])=[C:16]([CH:30]3[C:43]4[C:42](=[O:44])[CH2:41][C:40]([CH3:46])([CH3:45])[CH2:39][C:38]=4[O:37][C:36]4[CH2:35][C:34]([CH3:47])([CH3:48])[CH2:33][C:32](=[O:49])[C:31]3=4)[CH:15]=[CH:20][CH:19]=2)[CH:22]=[CH:23][CH:24]=1. The yield is 0.780. (3) The reactants are [O:1]=[C:2]1[NH:11][C:10]2[N:9]=[C:8]([O:12][CH2:13][CH2:14][CH2:15][CH:16]=O)[CH:7]=[CH:6][C:5]=2[CH2:4][CH2:3]1.[Cl:18][C:19]1[C:24]([Cl:25])=[CH:23][CH:22]=[CH:21][C:20]=1[N:26]1[CH2:31][CH2:30][NH:29][CH2:28][CH2:27]1.[BH-](OC(C)=O)(OC(C)=O)OC(C)=O.[Na+]. The catalyst is ClC(Cl)C. The product is [Cl:18][C:19]1[C:24]([Cl:25])=[CH:23][CH:22]=[CH:21][C:20]=1[N:26]1[CH2:31][CH2:30][N:29]([CH2:16][CH2:15][CH2:14][CH2:13][O:12][C:8]2[N:9]=[C:10]3[C:5]([CH2:4][CH2:3][C:2](=[O:1])[NH:11]3)=[CH:6][CH:7]=2)[CH2:28][CH2:27]1. The yield is 0.610. (4) The reactants are [Cl:1][C:2]1[CH:26]=[CH:25][C:5]([CH2:6][N:7]2[C:12](=[O:13])[C:11]([O:14][CH3:15])=[N:10][N:9]([C:16]3[CH:17]=[C:18]([CH:21]=[CH:22][CH:23]=3)[C:19]#[N:20])[C:8]2=[O:24])=[CH:4][CH:3]=1.[NH2:27][OH:28]. The catalyst is C(O)C.O. The product is [Cl:1][C:2]1[CH:3]=[CH:4][C:5]([CH2:6][N:7]2[C:12](=[O:13])[C:11]([O:14][CH3:15])=[N:10][N:9]([C:16]3[CH:17]=[C:18]([CH:21]=[CH:22][CH:23]=3)/[C:19](/[NH2:20])=[N:27]/[OH:28])[C:8]2=[O:24])=[CH:25][CH:26]=1. The yield is 0.990. (5) The reactants are [C:1]([C:10]1[CH:28]=[CH:27][C:13]([O:14][CH:15]([CH2:21][CH2:22][CH2:23][CH2:24][CH2:25][CH3:26])[C:16]([O:18]CC)=[O:17])=[CH:12][CH:11]=1)(=[O:9])[CH2:2][CH2:3][CH2:4][CH2:5][CH2:6][CH2:7][CH3:8].[OH-].[Li+]. No catalyst specified. The product is [C:1]([C:10]1[CH:28]=[CH:27][C:13]([O:14][CH:15]([CH2:21][CH2:22][CH2:23][CH2:24][CH2:25][CH3:26])[C:16]([OH:18])=[O:17])=[CH:12][CH:11]=1)(=[O:9])[CH2:2][CH2:3][CH2:4][CH2:5][CH2:6][CH2:7][CH3:8]. The yield is 0.870. (6) The reactants are [Cl:1][C:2]1[CH:7]=[CH:6][C:5]([O:8][C:9]2[CH:14]=[CH:13][C:12]([C:15](=[O:17])[CH3:16])=[CH:11][CH:10]=2)=[CH:4][C:3]=1[C:18]([F:21])([F:20])[F:19].[BH4-].[Na+]. The product is [Cl:1][C:2]1[CH:7]=[CH:6][C:5]([O:8][C:9]2[CH:10]=[CH:11][C:12]([CH:15]([OH:17])[CH3:16])=[CH:13][CH:14]=2)=[CH:4][C:3]=1[C:18]([F:19])([F:20])[F:21]. The catalyst is C(O)C. The yield is 0.732.